This data is from Forward reaction prediction with 1.9M reactions from USPTO patents (1976-2016). The task is: Predict the product of the given reaction. (1) Given the reactants Br[C:2]1[N:7]=[C:6]2[N:8]([C@H:12]([C:14]3[CH:19]=[CH:18][CH:17]=[CH:16][CH:15]=3)[CH3:13])[C:9]([OH:11])=[N:10][C:5]2=[N:4][CH:3]=1.[CH3:20][S-:21].[Na+].CN1CCCC1=O, predict the reaction product. The product is: [CH3:20][S:21][C:2]1[N:7]=[C:6]2[N:8]([C@H:12]([C:14]3[CH:19]=[CH:18][CH:17]=[CH:16][CH:15]=3)[CH3:13])[C:9]([OH:11])=[N:10][C:5]2=[N:4][CH:3]=1. (2) Given the reactants C1C=CC(P(C2C=CC=CC=2)C2C=CC=CC=2)=CC=1.[F:20][C:21]1[CH:51]=[CH:50][C:24]([O:25][C:26]2[CH:31]=[CH:30][C:29]([S:32]([N:35]3[CH2:44][CH2:43][C:42]4[C:37](=[CH:38][CH:39]=[C:40]([OH:45])[CH:41]=4)[CH:36]3[C:46]([O:48][CH3:49])=[O:47])(=[O:34])=[O:33])=[CH:28][CH:27]=2)=[CH:23][CH:22]=1.[N:52]1([CH2:58][CH2:59]O)[CH2:57][CH2:56][O:55][CH2:54][CH2:53]1.CCOC(/N=N/C(OCC)=O)=O, predict the reaction product. The product is: [F:20][C:21]1[CH:22]=[CH:23][C:24]([O:25][C:26]2[CH:27]=[CH:28][C:29]([S:32]([N:35]3[CH2:44][CH2:43][C:42]4[C:37](=[CH:38][CH:39]=[C:40]([O:45][CH2:59][CH2:58][N:52]5[CH2:57][CH2:56][O:55][CH2:54][CH2:53]5)[CH:41]=4)[CH:36]3[C:46]([O:48][CH3:49])=[O:47])(=[O:33])=[O:34])=[CH:30][CH:31]=2)=[CH:50][CH:51]=1. (3) Given the reactants [F:1][C:2]1[CH:7]=[CH:6][C:5]([NH2:8])=[C:4]([N+:9]([O-:11])=[O:10])[CH:3]=1.C1C(=O)N([Br:19])C(=O)C1.O, predict the reaction product. The product is: [Br:19][C:6]1[CH:7]=[C:2]([F:1])[CH:3]=[C:4]([N+:9]([O-:11])=[O:10])[C:5]=1[NH2:8].